Dataset: Forward reaction prediction with 1.9M reactions from USPTO patents (1976-2016). Task: Predict the product of the given reaction. Given the reactants [Cl:1][C:2]1[CH:17]=[CH:16][C:5]([O:6][C@H:7]([CH3:15])[CH2:8][CH2:9][O:10]S(C)(=O)=O)=[C:4]([O:18][C:19]2[CH:24]=[CH:23][CH:22]=[CH:21][CH:20]=2)[CH:3]=1.C[O:26][C:27](=[O:38])[CH2:28][CH2:29][C:30]1[CH:35]=[CH:34][C:33](O)=[C:32]([Br:37])[CH:31]=1, predict the reaction product. The product is: [Br:37][C:32]1[CH:31]=[C:30]([CH2:29][CH2:28][C:27]([OH:38])=[O:26])[CH:35]=[CH:34][C:33]=1[O:10][CH2:9][CH2:8][C@H:7]([O:6][C:5]1[CH:16]=[CH:17][C:2]([Cl:1])=[CH:3][C:4]=1[O:18][C:19]1[CH:24]=[CH:23][CH:22]=[CH:21][CH:20]=1)[CH3:15].